From a dataset of Forward reaction prediction with 1.9M reactions from USPTO patents (1976-2016). Predict the product of the given reaction. (1) Given the reactants [CH3:1][O:2][C:3]1[N:20]=[C:19]2[C:6](=[N:7][CH2:8][N:9]2[C@@H:10]2[O:18][C@H:15]([CH2:16][OH:17])[C@@H:13]([OH:14])[C@H:11]2[OH:12])[C:5](OC)([NH2:21])[N:4]=1, predict the reaction product. The product is: [CH3:1][O:2][C:3]1[N:4]=[C:5]([NH2:21])[C:6]2[N:7]=[CH:8][N:9]([C:19]=2[N:20]=1)[C@@H:10]1[O:18][C@H:15]([CH2:16][OH:17])[C@@H:13]([OH:14])[C@H:11]1[OH:12]. (2) Given the reactants [C:1]([C:5]1[CH:10]=[CH:9][C:8]([C:11]2[N:12]([C:31](Cl)=[O:32])[CH:13]([C:24]3[CH:29]=[CH:28][C:27]([Cl:30])=[CH:26][CH:25]=3)[C:14]([C:17]3[CH:22]=[CH:21][C:20]([Cl:23])=[CH:19][CH:18]=3)([CH3:16])[N:15]=2)=[C:7]([O:34][CH2:35][CH3:36])[CH:6]=1)([CH3:4])([CH3:3])[CH3:2].[NH:37]1[CH2:42][CH2:41][NH:40][CH2:39][C:38]1=[O:43], predict the reaction product. The product is: [C:1]([C:5]1[CH:10]=[CH:9][C:8]([C:11]2[N:12]([C:31]([N:40]3[CH2:41][CH2:42][NH:37][C:38](=[O:43])[CH2:39]3)=[O:32])[C@H:13]([C:24]3[CH:25]=[CH:26][C:27]([Cl:30])=[CH:28][CH:29]=3)[C@@:14]([C:17]3[CH:22]=[CH:21][C:20]([Cl:23])=[CH:19][CH:18]=3)([CH3:16])[N:15]=2)=[C:7]([O:34][CH2:35][CH3:36])[CH:6]=1)([CH3:4])([CH3:3])[CH3:2].